Dataset: Reaction yield outcomes from USPTO patents with 853,638 reactions. Task: Predict the reaction yield, written as a fraction of the theoretical maximum amount of product (1.0 means a 100% yield; for example, 0.34 means a 34% yield). (1) The reactants are C[O:2][C:3](=[O:33])[C:4]1[CH:9]=[CH:8][C:7]([CH2:10][N:11]2[CH:15]=[C:14]([C:16]3[CH:21]=[CH:20][C:19]([F:22])=[CH:18][C:17]=3[F:23])[N:13]=[C:12]2/[CH:24]=[CH:25]/[C:26]2[CH:31]=[CH:30][C:29](Br)=[CH:28][CH:27]=2)=[CH:6][CH:5]=1.[CH2:34]([O:36][C:37]1[CH:42]=[CH:41][C:40](B(O)O)=[CH:39][CH:38]=1)[CH3:35]. No catalyst specified. The product is [F:23][C:17]1[CH:18]=[C:19]([F:22])[CH:20]=[CH:21][C:16]=1[C:14]1[N:13]=[C:12](/[CH:24]=[CH:25]/[C:26]2[CH:27]=[CH:28][C:29]([C:40]3[CH:41]=[CH:42][C:37]([O:36][CH2:34][CH3:35])=[CH:38][CH:39]=3)=[CH:30][CH:31]=2)[N:11]([CH2:10][C:7]2[CH:6]=[CH:5][C:4]([C:3]([OH:2])=[O:33])=[CH:9][CH:8]=2)[CH:15]=1. The yield is 0.560. (2) The yield is 0.850. The product is [C:47]([C:2]1[CH:7]=[CH:6][C:5]([C:8]2([C:14]([O:16][CH3:17])=[O:15])[CH2:11][C:10]([F:13])([F:12])[CH2:9]2)=[CH:4][CH:3]=1)#[N:48]. The catalyst is O.[C-]#N.[C-]#N.[Zn+2].C1C=CC(/C=C/C(/C=C/C2C=CC=CC=2)=O)=CC=1.C1C=CC(/C=C/C(/C=C/C2C=CC=CC=2)=O)=CC=1.C1C=CC(/C=C/C(/C=C/C2C=CC=CC=2)=O)=CC=1.[Pd].[Pd]. The reactants are Br[C:2]1[CH:7]=[CH:6][C:5]([C:8]2([C:14]([O:16][CH3:17])=[O:15])[CH2:11][C:10]([F:13])([F:12])[CH2:9]2)=[CH:4][CH:3]=1.C1(P(C2CCCCC2)C2C=CC=CC=2C2C(OC)=CC=CC=2OC)CCCCC1.[CH3:47][N:48](C=O)C.